Task: Regression/Classification. Given a drug SMILES string, predict its absorption, distribution, metabolism, or excretion properties. Task type varies by dataset: regression for continuous measurements (e.g., permeability, clearance, half-life) or binary classification for categorical outcomes (e.g., BBB penetration, CYP inhibition). For this dataset (lipophilicity_astrazeneca), we predict Y.. Dataset: Experimental lipophilicity measurements (octanol/water distribution) for 4,200 compounds from AstraZeneca The drug is CCCSc1nc(N[C@@H]2C[C@H]2c2ccccc2)c2nnn([C@@H]3C[C@H](OCCO)[C@@H](O)[C@H]3O)c2n1. The Y is 3.87 logD.